This data is from Full USPTO retrosynthesis dataset with 1.9M reactions from patents (1976-2016). The task is: Predict the reactants needed to synthesize the given product. (1) Given the product [Cl:8][CH2:9][CH2:10][C:11]([O:7][C:1]1[CH:6]=[CH:5][CH:4]=[CH:3][CH:2]=1)=[O:12], predict the reactants needed to synthesize it. The reactants are: [C:1]1([OH:7])[CH:6]=[CH:5][CH:4]=[CH:3][CH:2]=1.[Cl:8][CH2:9][CH2:10][C:11](Cl)=[O:12]. (2) Given the product [ClH:19].[F:17][CH2:16][CH2:15][N:13]1[N:12]=[N:11][C:10]([CH2:9][CH2:8][NH2:7])=[N:14]1, predict the reactants needed to synthesize it. The reactants are: C(OC(=O)[NH:7][CH2:8][CH2:9][C:10]1[N:11]=[N:12][N:13]([CH2:15][CH2:16][F:17])[N:14]=1)(C)(C)C.[ClH:19]. (3) Given the product [Br:1][C:2]1[CH:3]=[C:4]2[C:22](=[CH:23][CH:24]=1)[C:7]1=[CH:8][C:9]3[CH:10]=[C:11]4[C:16](=[CH:17][C:18]=3[CH:19]=[C:6]1[C:5]2([CH3:26])[CH3:25])[CH:15]=[CH:14][CH:13]=[CH:12]4, predict the reactants needed to synthesize it. The reactants are: [Br:1][C:2]1[CH:3]=[C:4]2[C:22](=[CH:23][CH:24]=1)[C:7]1=[CH:8][C:9]3[C:10](=O)[C:11]4[CH:12]=[CH:13][CH:14]=[CH:15][C:16]=4[C:17](=O)[C:18]=3[CH:19]=[C:6]1[C:5]2([CH3:26])[CH3:25].I.O.II. (4) Given the product [Br:29][C:15]1[CH2:16][O:17][C:12]2[C:13]([CH:14]=1)=[CH:21][C:9]([Cl:8])=[CH:10][CH:11]=2, predict the reactants needed to synthesize it. The reactants are: [Li]OC(C)=O.O.O.[Cl:8][C:9]1[CH:10]=[CH:11][C:12]2[O:17][CH2:16][C:15](C(O)=O)=[CH:14][C:13]=2[CH:21]=1.C1C(=O)N([Br:29])C(=O)C1. (5) Given the product [C:11]([C:9]1[CH:10]=[C:2]([F:1])[CH:3]=[C:4]2[C:8]=1[NH:7][CH:6]=[C:5]2/[CH:13]=[CH:34]/[C:35]([O:37][CH2:38][CH3:39])=[O:36])#[N:12], predict the reactants needed to synthesize it. The reactants are: [F:1][C:2]1[CH:3]=[C:4]2[C:8](=[C:9]([C:11]#[N:12])[CH:10]=1)[NH:7][CH:6]=[C:5]2[CH:13]=O.C1(P(=[CH:34][C:35]([O:37][CH2:38][CH3:39])=[O:36])(C2C=CC=CC=2)C2C=CC=CC=2)C=CC=CC=1. (6) Given the product [CH3:25][O:26][C:27]1[CH:28]=[C:29]([CH:33]=[CH:34][C:35]=1[N+:36]([O-:38])=[O:37])[C:30]([NH:2][CH3:1])=[O:31], predict the reactants needed to synthesize it. The reactants are: [CH3:1][N:2](C(ON1N=NC2C=CC=NC1=2)=[N+](C)C)C.F[P-](F)(F)(F)(F)F.[CH3:25][O:26][C:27]1[CH:28]=[C:29]([CH:33]=[CH:34][C:35]=1[N+:36]([O-:38])=[O:37])[C:30](O)=[O:31].CCN(C(C)C)C(C)C.CN. (7) Given the product [I:1][C:2]1[CH:7]=[CH:6][CH:5]=[C:4]([O:8][CH2:16][CH2:17][O:18][CH3:19])[CH:3]=1, predict the reactants needed to synthesize it. The reactants are: [I:1][C:2]1[CH:3]=[C:4]([OH:8])[CH:5]=[CH:6][CH:7]=1.C(=O)([O-])[O-].[K+].[K+].Br[CH2:16][CH2:17][O:18][CH3:19]. (8) Given the product [CH2:1]([N:8]1[CH2:9][C:10](=[O:12])[N:36]([CH2:35][CH2:34][C:31]2[CH:32]=[CH:33][CH:28]=[CH:29][CH:30]=2)[C:14](=[O:16])[CH2:13]1)[C:2]1[CH:3]=[CH:4][CH:5]=[CH:6][CH:7]=1, predict the reactants needed to synthesize it. The reactants are: [CH2:1]([N:8]([CH2:13][C:14]([OH:16])=O)[CH2:9][C:10]([OH:12])=O)[C:2]1[CH:7]=[CH:6][CH:5]=[CH:4][CH:3]=1.C(OC(=O)C)(=O)C.CC(C)=O.[CH:28]1[CH:33]=[CH:32][C:31]([CH2:34][CH2:35][NH2:36])=[CH:30][CH:29]=1. (9) Given the product [F:13][CH:12]([F:14])[C:11]1[CH:10]=[C:9]2[C:4]([CH:5]([CH3:37])[CH2:6][CH2:7][N:8]2[C:15]2[C:19]3[CH2:20][N:21]([C:24]([O:26][C:27]([CH3:29])([CH3:28])[CH3:30])=[O:25])[CH2:22][CH2:23][C:18]=3[N:17]([CH:31]3[CH2:36][CH2:35][O:34][CH2:33][CH2:32]3)[N:16]=2)=[CH:3][C:2]=1[C:42]1[CH:41]=[N:40][N:39]([CH3:38])[CH:43]=1, predict the reactants needed to synthesize it. The reactants are: Br[C:2]1[CH:3]=[C:4]2[C:9](=[CH:10][C:11]=1[CH:12]([F:14])[F:13])[N:8]([C:15]1[C:19]3[CH2:20][N:21]([C:24]([O:26][C:27]([CH3:30])([CH3:29])[CH3:28])=[O:25])[CH2:22][CH2:23][C:18]=3[N:17]([CH:31]3[CH2:36][CH2:35][O:34][CH2:33][CH2:32]3)[N:16]=1)[CH2:7][CH2:6][CH:5]2[CH3:37].[CH3:38][N:39]1[CH:43]=[C:42](B2OC(C)(C)C(C)(C)O2)[CH:41]=[N:40]1.C([O-])([O-])=O.[Na+].[Na+].C1(P(C2CCCCC2)C2C=CC=CC=2C2C(C(C)C)=CC(C(C)C)=CC=2C(C)C)CCCCC1.